The task is: Predict the product of the given reaction.. This data is from Forward reaction prediction with 1.9M reactions from USPTO patents (1976-2016). (1) The product is: [NH2:15][C@H:16]1[CH2:20][CH2:19][N:18]([C:21]2[CH:33]=[CH:32][C:24]([C:25]([O:27][C:28]([CH3:29])([CH3:31])[CH3:30])=[O:26])=[CH:23][CH:22]=2)[CH2:17]1. Given the reactants Cl.BrC1C=CN=CC=1.N1C=CC([NH:15][C@H:16]2[CH2:20][CH2:19][N:18]([C:21]3[CH:33]=[CH:32][C:24]([C:25]([O:27][C:28]([CH3:31])([CH3:30])[CH3:29])=[O:26])=[CH:23][CH:22]=3)[CH2:17]2)=CC=1, predict the reaction product. (2) Given the reactants [CH3:1][C:2]1[N:6]=[C:5]([CH3:7])[N:4]([C:8]2[N:13]=[C:12]([C:14]([F:17])([F:16])[F:15])[N:11]=[C:10]([C@@H:18]3[CH2:20][C@H:19]3[CH:21]=O)[CH:9]=2)[N:3]=1.[CH3:23][NH:24][C:25]1[C:26]([NH2:31])=[CH:27][CH:28]=[CH:29][CH:30]=1.CC(O)=O, predict the reaction product. The product is: [CH3:1][C:2]1[N:6]=[C:5]([CH3:7])[N:4]([C:8]2[N:13]=[C:12]([C:14]([F:17])([F:16])[F:15])[N:11]=[C:10]([C@@H:18]3[CH2:20][C@H:19]3[C:21]3[N:24]([CH3:23])[C:25]4[CH:30]=[CH:29][CH:28]=[CH:27][C:26]=4[N:31]=3)[CH:9]=2)[N:3]=1.